From a dataset of NCI-60 drug combinations with 297,098 pairs across 59 cell lines. Regression. Given two drug SMILES strings and cell line genomic features, predict the synergy score measuring deviation from expected non-interaction effect. (1) Drug 1: CN1CCC(CC1)COC2=C(C=C3C(=C2)N=CN=C3NC4=C(C=C(C=C4)Br)F)OC. Drug 2: B(C(CC(C)C)NC(=O)C(CC1=CC=CC=C1)NC(=O)C2=NC=CN=C2)(O)O. Cell line: NCI/ADR-RES. Synergy scores: CSS=4.27, Synergy_ZIP=-1.50, Synergy_Bliss=-0.565, Synergy_Loewe=-1.82, Synergy_HSA=-1.52. (2) Drug 1: C1=NC2=C(N=C(N=C2N1C3C(C(C(O3)CO)O)F)Cl)N. Drug 2: CC=C1C(=O)NC(C(=O)OC2CC(=O)NC(C(=O)NC(CSSCCC=C2)C(=O)N1)C(C)C)C(C)C. Cell line: HS 578T. Synergy scores: CSS=42.4, Synergy_ZIP=-1.42, Synergy_Bliss=-0.538, Synergy_Loewe=-0.865, Synergy_HSA=0.0423. (3) Drug 1: CC1=C2C(C(=O)C3(C(CC4C(C3C(C(C2(C)C)(CC1OC(=O)C(C(C5=CC=CC=C5)NC(=O)OC(C)(C)C)O)O)OC(=O)C6=CC=CC=C6)(CO4)OC(=O)C)O)C)O. Drug 2: CC=C1C(=O)NC(C(=O)OC2CC(=O)NC(C(=O)NC(CSSCCC=C2)C(=O)N1)C(C)C)C(C)C. Cell line: HT29. Synergy scores: CSS=15.9, Synergy_ZIP=-1.61, Synergy_Bliss=-2.29, Synergy_Loewe=-10.2, Synergy_HSA=-1.16. (4) Drug 1: C1CN1P(=S)(N2CC2)N3CC3. Drug 2: C(CC(=O)O)C(=O)CN.Cl. Cell line: NCI-H460. Synergy scores: CSS=9.84, Synergy_ZIP=-3.06, Synergy_Bliss=-1.76, Synergy_Loewe=-18.5, Synergy_HSA=-1.94. (5) Drug 1: CC1=CC=C(C=C1)C2=CC(=NN2C3=CC=C(C=C3)S(=O)(=O)N)C(F)(F)F. Drug 2: C1=CC=C(C(=C1)C(C2=CC=C(C=C2)Cl)C(Cl)Cl)Cl. Cell line: NCI/ADR-RES. Synergy scores: CSS=0.715, Synergy_ZIP=-0.323, Synergy_Bliss=0.599, Synergy_Loewe=-3.96, Synergy_HSA=-2.01. (6) Cell line: SN12C. Synergy scores: CSS=-3.29, Synergy_ZIP=0.247, Synergy_Bliss=-3.29, Synergy_Loewe=-5.41, Synergy_HSA=-5.29. Drug 1: CCCS(=O)(=O)NC1=C(C(=C(C=C1)F)C(=O)C2=CNC3=C2C=C(C=N3)C4=CC=C(C=C4)Cl)F. Drug 2: CN(C(=O)NC(C=O)C(C(C(CO)O)O)O)N=O. (7) Drug 1: CNC(=O)C1=CC=CC=C1SC2=CC3=C(C=C2)C(=NN3)C=CC4=CC=CC=N4. Drug 2: CN(C(=O)NC(C=O)C(C(C(CO)O)O)O)N=O. Cell line: SK-MEL-2. Synergy scores: CSS=-8.02, Synergy_ZIP=-1.47, Synergy_Bliss=-13.5, Synergy_Loewe=-12.8, Synergy_HSA=-14.7. (8) Drug 1: CC1C(C(CC(O1)OC2CC(CC3=C2C(=C4C(=C3O)C(=O)C5=C(C4=O)C(=CC=C5)OC)O)(C(=O)C)O)N)O.Cl. Drug 2: C1=NC2=C(N=C(N=C2N1C3C(C(C(O3)CO)O)O)F)N. Cell line: HOP-62. Synergy scores: CSS=18.0, Synergy_ZIP=-10.1, Synergy_Bliss=-7.44, Synergy_Loewe=-12.8, Synergy_HSA=-7.83. (9) Cell line: TK-10. Synergy scores: CSS=31.7, Synergy_ZIP=8.51, Synergy_Bliss=3.20, Synergy_Loewe=-10.1, Synergy_HSA=1.01. Drug 2: COC1=NC(=NC2=C1N=CN2C3C(C(C(O3)CO)O)O)N. Drug 1: C1=C(C(=O)NC(=O)N1)F.